Dataset: Forward reaction prediction with 1.9M reactions from USPTO patents (1976-2016). Task: Predict the product of the given reaction. (1) Given the reactants [Cl:1][C:2]1[C:7]([C:8]([F:11])([F:10])[F:9])=[CH:6][CH:5]=[CH:4][C:3]=1[CH:12](O)[CH3:13].P(Br)(Br)[Br:16].C([O-])(O)=O.[Na+], predict the reaction product. The product is: [Br:16][CH:12]([C:3]1[CH:4]=[CH:5][CH:6]=[C:7]([C:8]([F:11])([F:10])[F:9])[C:2]=1[Cl:1])[CH3:13]. (2) Given the reactants [CH3:1][O:2][C:3]1[N:8]=[CH:7][C:6]([NH:9][C:10]2[C:15]([C:16]3[N:21]=[C:20]([CH3:22])[N:19]=[C:18](SC)[N:17]=3)=[CH:14][N:13]=[C:12]([N:25]3[CH2:30][CH2:29][O:28][CH2:27][CH2:26]3)[N:11]=2)=[CH:5][CH:4]=1.[NH3:31], predict the reaction product. The product is: [CH3:1][O:2][C:3]1[N:8]=[CH:7][C:6]([NH:9][C:10]2[C:15]([C:16]3[N:21]=[C:20]([CH3:22])[N:19]=[C:18]([NH2:31])[N:17]=3)=[CH:14][N:13]=[C:12]([N:25]3[CH2:30][CH2:29][O:28][CH2:27][CH2:26]3)[N:11]=2)=[CH:5][CH:4]=1. (3) Given the reactants O=[C:2]([NH:15]/[N:16]=[C:17]1\[NH:18][C:19](=[O:31])[C:20]2[NH:21][CH:22]=[N:23][C:24]=2[N:25]\1[CH2:26][CH2:27][CH2:28][CH2:29][CH3:30])[CH2:3][NH:4][C:5](=[O:14])[O:6][CH2:7][C:8]1[CH:13]=[CH:12][CH:11]=[CH:10][CH:9]=1, predict the reaction product. The product is: [CH2:7]([O:6][C:5](=[O:14])[NH:4][CH2:3][C:2]1[N:18]2[C:19](=[O:31])[C:20]3[NH:21][CH:22]=[N:23][C:24]=3[N:25]([CH2:26][CH2:27][CH2:28][CH2:29][CH3:30])[C:17]2=[N:16][N:15]=1)[C:8]1[CH:13]=[CH:12][CH:11]=[CH:10][CH:9]=1. (4) The product is: [Br:7][C:5]1[S:4][C:3]([C:8]([NH2:10])=[O:9])=[C:2]([NH:1][C:29]([CH:23]2[CH2:28][CH2:27][CH2:26][CH2:25][CH2:24]2)=[O:30])[CH:6]=1. Given the reactants [NH2:1][C:2]1[CH:6]=[C:5]([Br:7])[S:4][C:3]=1[C:8]([NH2:10])=[O:9].C(N(CC)CC)C.O1CCCC1.[CH:23]1([C:29](Cl)=[O:30])[CH2:28][CH2:27][CH2:26][CH2:25][CH2:24]1, predict the reaction product. (5) Given the reactants [CH3:1][C:2]1[CH:7]=[C:6]([C:8](O)([C:13]([F:16])([F:15])[F:14])[C:9]([F:12])([F:11])[F:10])[CH:5]=[C:4]([CH3:18])[C:3]=1[NH:19][C:20](=[O:36])[C:21]1[CH:26]=[CH:25][CH:24]=[C:23]([NH:27][C:28](=[O:35])[C:29]2[CH:34]=[CH:33][CH:32]=[CH:31][CH:30]=2)[CH:22]=1.S(Cl)([Cl:39])=O, predict the reaction product. The product is: [CH3:1][C:2]1[CH:7]=[C:6]([C:8]([Cl:39])([C:13]([F:16])([F:15])[F:14])[C:9]([F:12])([F:11])[F:10])[CH:5]=[C:4]([CH3:18])[C:3]=1[NH:19][C:20](=[O:36])[C:21]1[CH:26]=[CH:25][CH:24]=[C:23]([NH:27][C:28](=[O:35])[C:29]2[CH:34]=[CH:33][CH:32]=[CH:31][CH:30]=2)[CH:22]=1. (6) Given the reactants [CH2:1]([N:8]([C@H:13]([CH:15]1[CH2:18][CH2:17][CH2:16]1)[CH3:14])[C:9](=[O:12])[CH2:10]Br)[C:2]1[CH:7]=[CH:6][CH:5]=[CH:4][CH:3]=1.[N-:19]=[N+:20]=[N-:21].[Na+], predict the reaction product. The product is: [N:19]([CH2:10][C:9]([N:8]([CH2:1][C:2]1[CH:7]=[CH:6][CH:5]=[CH:4][CH:3]=1)[C@H:13]([CH:15]1[CH2:18][CH2:17][CH2:16]1)[CH3:14])=[O:12])=[N+:20]=[N-:21]. (7) Given the reactants [CH3:1][N:2]([CH2:4][C:5]1[CH:6]=[C:7]([NH2:11])[CH:8]=[CH:9][CH:10]=1)[CH3:3].Cl[C:13]1[N:18]=[CH:17][N:16]=[C:15]([NH2:19])[CH:14]=1, predict the reaction product. The product is: [CH3:3][N:2]([CH2:4][C:5]1[CH:6]=[C:7]([NH:11][C:13]2[CH:14]=[C:15]([NH2:19])[N:16]=[CH:17][N:18]=2)[CH:8]=[CH:9][CH:10]=1)[CH3:1]. (8) Given the reactants [CH3:1][C:2]1[C:3](I)=[C:4]([OH:23])[CH:5]=[C:6]([CH3:22])[C:7]=1[CH2:8][C:9]1[CH:14]=[CH:13][C:12]([O:15][CH2:16][O:17][CH3:18])=[C:11]([CH:19]([CH3:21])[CH3:20])[CH:10]=1, predict the reaction product. The product is: [CH3:1][C:2]1[C:7]([CH2:8][C:9]2[CH:14]=[CH:13][C:12]([O:15][CH2:16][O:17][CH3:18])=[C:11]([CH:19]([CH3:21])[CH3:20])[CH:10]=2)=[C:6]([CH3:22])[CH:5]=[C:4]([OH:23])[C:3]=1[C:16]([O:15][CH3:12])=[O:17]. (9) Given the reactants Cl.Cl.Cl.[O:4]1[C:12]2[CH:11]=[CH:10][N:9]=[C:8]([N:13]3[CH2:18][CH2:17][N:16]([CH2:19][CH2:20][C@H:21]4[CH2:26][CH2:25][C@H:24]([NH2:27])[CH2:23][CH2:22]4)[CH2:15][CH2:14]3)[C:7]=2[CH2:6][CH2:5]1.[CH3:28][CH:29]([CH3:34])[CH2:30][C:31](O)=[O:32], predict the reaction product. The product is: [O:4]1[C:12]2[CH:11]=[CH:10][N:9]=[C:8]([N:13]3[CH2:18][CH2:17][N:16]([CH2:19][CH2:20][C@H:21]4[CH2:26][CH2:25][C@H:24]([NH:27][C:31](=[O:32])[CH2:30][CH:29]([CH3:34])[CH3:28])[CH2:23][CH2:22]4)[CH2:15][CH2:14]3)[C:7]=2[CH2:6][CH2:5]1.